Task: Predict the reactants needed to synthesize the given product.. Dataset: Full USPTO retrosynthesis dataset with 1.9M reactions from patents (1976-2016) (1) Given the product [CH3:40][O:39][CH2:38][O:37][C:12]1[CH:11]=[CH:10][C:9]([CH2:8][N:1]2[CH2:6][CH2:5][CH2:4][CH2:3][CH2:2]2)=[CH:36][C:13]=1[C:14]([NH:16][C:17]1[CH:29]=[C:28]([C:30]2[CH:31]=[CH:32][CH:33]=[CH:34][CH:35]=2)[CH:27]=[CH:26][C:18]=1[C:19]([O:21][C:22]([CH3:25])([CH3:24])[CH3:23])=[O:20])=[O:15], predict the reactants needed to synthesize it. The reactants are: [NH:1]1[CH2:6][CH2:5][CH2:4][CH2:3][CH2:2]1.Br[CH2:8][C:9]1[CH:10]=[CH:11][C:12]([O:37][CH2:38][O:39][CH3:40])=[C:13]([CH:36]=1)[C:14]([NH:16][C:17]1[CH:29]=[C:28]([C:30]2[CH:35]=[CH:34][CH:33]=[CH:32][CH:31]=2)[CH:27]=[CH:26][C:18]=1[C:19]([O:21][C:22]([CH3:25])([CH3:24])[CH3:23])=[O:20])=[O:15]. (2) The reactants are: [Cl:1][C:2]1[C:7]([C:8]#[N:9])=[CH:6][N:5]=[C:4]2[C:10]3[CH:16]=[C:15]([N+:17]([O-:19])=[O:18])[CH:14]=[CH:13][C:11]=3[S:12][C:3]=12.C(OC[CH2:24][OH:25])C.Cl[C:27]1[C:33](OC)=[CH:32][C:30]([NH2:31])=[C:29](C)[CH:28]=1.Cl.N1C=CC=C[CH:39]=1. Given the product [Cl:1][C:2]1[C:7]([C:8]#[N:9])=[C:6]([CH3:39])[N:5]=[C:4]2[C:10]3[CH:16]=[C:15]([N+:17]([O-:19])=[O:18])[CH:14]=[C:13]([NH:31][C:30]4[CH:32]=[CH:33][CH:27]=[CH:28][CH:29]=4)[C:11]=3[SH:12]([O:25][CH3:24])[C:3]=12, predict the reactants needed to synthesize it.